Dataset: Reaction yield outcomes from USPTO patents with 853,638 reactions. Task: Predict the reaction yield, written as a fraction of the theoretical maximum amount of product (1.0 means a 100% yield; for example, 0.34 means a 34% yield). (1) The reactants are CO[C:3](=[O:25])[C:4]1[CH:9]=[CH:8][C:7]([O:10][CH2:11][C:12]2[C:13]([C:18]3[CH:23]=[CH:22][CH:21]=[C:20]([F:24])[CH:19]=3)=[N:14][O:15][C:16]=2[CH3:17])=[N:6][CH:5]=1.[NH:26]1[CH2:31][CH2:30][O:29][CH2:28][CH2:27]1. No catalyst specified. The product is [F:24][C:20]1[CH:19]=[C:18]([C:13]2[C:12]([CH2:11][O:10][C:7]3[N:6]=[CH:5][C:4]([C:3]([N:26]4[CH2:31][CH2:30][O:29][CH2:28][CH2:27]4)=[O:25])=[CH:9][CH:8]=3)=[C:16]([CH3:17])[O:15][N:14]=2)[CH:23]=[CH:22][CH:21]=1. The yield is 0.500. (2) The reactants are [NH:1]1[CH:5]=[N:4][CH:3]=[N:2]1.[H-].[Na+].[CH2:8]([N:15]1[CH2:20][CH2:19][N:18]([CH2:21][C:22]2[CH:27]=[CH:26][CH:25]=[CH:24][CH:23]=2)[CH2:17][CH:16]1[CH2:28]Cl)[C:9]1[CH:14]=[CH:13][CH:12]=[CH:11][CH:10]=1. The catalyst is CN(C=O)C.CCOC(C)=O. The product is [CH2:8]([N:15]1[CH2:20][CH2:19][N:18]([CH2:21][C:22]2[CH:27]=[CH:26][CH:25]=[CH:24][CH:23]=2)[CH2:17][CH:16]1[CH2:28][N:1]1[CH:5]=[N:4][CH:3]=[N:2]1)[C:9]1[CH:10]=[CH:11][CH:12]=[CH:13][CH:14]=1. The yield is 0.997. (3) The reactants are [NH2:1][C:2]1[CH:7]=[CH:6][C:5]([Br:8])=[CH:4][N:3]=1.C(N(CC)CC)C.[Cl:16][CH2:17][C:18]([CH3:23])([CH3:22])[C:19](Cl)=[O:20]. The catalyst is ClCCl. The product is [Br:8][C:5]1[CH:6]=[CH:7][C:2]([NH:1][C:19](=[O:20])[C:18]([CH3:23])([CH3:22])[CH2:17][Cl:16])=[N:3][CH:4]=1. The yield is 0.740. (4) The product is [CH3:21][C:22]1[C:29]([CH3:30])=[CH:28][CH:27]=[CH:26][C:23]=1[CH2:24][N:3]1[C:4]2[CH:10]=[C:9]([N:11]3[CH2:16][CH2:15][O:14][CH2:13][CH2:12]3)[CH:8]=[C:7]([C:17]([OH:19])=[O:18])[C:5]=2[N:6]=[C:2]1[CH3:1]. The catalyst is CN(C)C=O.O1CCCC1.O. The reactants are [CH3:1][C:2]1[NH:6][C:5]2[C:7]([C:17]([O:19]C)=[O:18])=[CH:8][C:9]([N:11]3[CH2:16][CH2:15][O:14][CH2:13][CH2:12]3)=[CH:10][C:4]=2[N:3]=1.[CH3:21][C:22]1[C:29]([CH3:30])=[CH:28][CH:27]=[CH:26][C:23]=1[CH2:24]Br.C(=O)([O-])[O-].[K+].[K+].[OH-].[Li+]. The yield is 0.200. (5) The reactants are [Br:1][C:2]1[C:3]([NH:9][CH2:10][CH3:11])=[C:4]([NH2:8])[CH:5]=[N:6][CH:7]=1.[C:12]([CH2:14][C:15](OCC)=O)#[N:13]. No catalyst specified. The product is [Br:1][C:2]1[C:3]2[N:9]([CH2:10][CH3:11])[C:15]([CH2:14][C:12]#[N:13])=[N:8][C:4]=2[CH:5]=[N:6][CH:7]=1. The yield is 0.590. (6) The reactants are Br[CH:2]([CH3:17])[C:3]([C:5]1[C:6]([CH3:16])=[CH:7][C:8]([CH3:15])=[C:9]([CH:14]=1)[C:10]([O:12][CH3:13])=[O:11])=O.Cl.[C:19](=[NH:22])([NH2:21])[CH3:20].C(=O)([O-])[O-].[K+].[K+]. The catalyst is C(#N)C. The product is [CH3:20][C:19]1[NH:21][C:3]([C:5]2[C:6]([CH3:16])=[CH:7][C:8]([CH3:15])=[C:9]([CH:14]=2)[C:10]([O:12][CH3:13])=[O:11])=[C:2]([CH3:17])[N:22]=1. The yield is 0.580. (7) The reactants are [SH:1][C:2]([CH3:9])([CH3:8])[CH2:3][CH2:4][C:5]([OH:7])=[O:6].C(=O)([O-])[O-].[Na+].[Na+].[CH3:16][S:17]S(C)(=O)=O. The catalyst is O.C(O)C. The product is [CH3:8][C:2]([S:1][S:17][CH3:16])([CH3:9])[CH2:3][CH2:4][C:5]([OH:7])=[O:6]. The yield is 0.700.